Dataset: NCI-60 drug combinations with 297,098 pairs across 59 cell lines. Task: Regression. Given two drug SMILES strings and cell line genomic features, predict the synergy score measuring deviation from expected non-interaction effect. (1) Drug 1: CCC1(CC2CC(C3=C(CCN(C2)C1)C4=CC=CC=C4N3)(C5=C(C=C6C(=C5)C78CCN9C7C(C=CC9)(C(C(C8N6C)(C(=O)OC)O)OC(=O)C)CC)OC)C(=O)OC)O.OS(=O)(=O)O. Drug 2: C1CC(=O)NC(=O)C1N2C(=O)C3=CC=CC=C3C2=O. Cell line: EKVX. Synergy scores: CSS=-2.53, Synergy_ZIP=-0.372, Synergy_Bliss=-2.48, Synergy_Loewe=-8.76, Synergy_HSA=-4.32. (2) Drug 1: C(=O)(N)NO. Drug 2: CC(C)CN1C=NC2=C1C3=CC=CC=C3N=C2N. Cell line: PC-3. Synergy scores: CSS=3.65, Synergy_ZIP=-2.46, Synergy_Bliss=0.537, Synergy_Loewe=-1.08, Synergy_HSA=-1.02. (3) Drug 1: C1CN1P(=S)(N2CC2)N3CC3. Drug 2: CC12CCC3C(C1CCC2O)C(CC4=C3C=CC(=C4)O)CCCCCCCCCS(=O)CCCC(C(F)(F)F)(F)F. Cell line: RXF 393. Synergy scores: CSS=4.25, Synergy_ZIP=-1.08, Synergy_Bliss=-0.112, Synergy_Loewe=-1.79, Synergy_HSA=-1.63. (4) Drug 1: C1=NC2=C(N=C(N=C2N1C3C(C(C(O3)CO)O)O)F)N. Drug 2: C(CN)CNCCSP(=O)(O)O. Cell line: RPMI-8226. Synergy scores: CSS=7.46, Synergy_ZIP=-1.36, Synergy_Bliss=-2.93, Synergy_Loewe=4.96, Synergy_HSA=-3.73. (5) Drug 1: C1=NC(=NC(=O)N1C2C(C(C(O2)CO)O)O)N. Drug 2: C1CNP(=O)(OC1)N(CCCl)CCCl. Cell line: TK-10. Synergy scores: CSS=22.8, Synergy_ZIP=-9.75, Synergy_Bliss=0.923, Synergy_Loewe=-23.6, Synergy_HSA=1.28.